Dataset: NCI-60 drug combinations with 297,098 pairs across 59 cell lines. Task: Regression. Given two drug SMILES strings and cell line genomic features, predict the synergy score measuring deviation from expected non-interaction effect. Drug 1: C1CNP(=O)(OC1)N(CCCl)CCCl. Drug 2: C(CCl)NC(=O)N(CCCl)N=O. Cell line: NCI/ADR-RES. Synergy scores: CSS=-5.99, Synergy_ZIP=0.635, Synergy_Bliss=-3.77, Synergy_Loewe=-12.0, Synergy_HSA=-11.0.